From a dataset of Forward reaction prediction with 1.9M reactions from USPTO patents (1976-2016). Predict the product of the given reaction. (1) Given the reactants [CH3:1][C:2]1[C:8]([N+:9]([O-])=O)=[CH:7][CH:6]=[CH:5][C:3]=1N.N([O-])=O.[Na+].C([O:19][CH2:20][CH3:21])(=O)C.[CH3:22]CCCCC, predict the reaction product. The product is: [NH2:9][C:8]1[CH:7]=[CH:6][CH:5]=[C:3]2[C:2]=1[CH2:1][C@H:20]([OH:19])[CH2:21][CH2:22]2. (2) The product is: [CH:19]([O:22][C:23]1[CH:31]=[CH:30][C:29]([S:32]([CH3:35])(=[O:34])=[O:33])=[CH:28][C:24]=1[C:25]([N:9]1[CH2:8][CH2:7][C:6]2[C:11](=[CH:12][C:3]([O:2][CH3:1])=[CH:4][C:5]=2[C:13]2[CH:18]=[CH:17][CH:16]=[CH:15][CH:14]=2)[CH2:10]1)=[O:26])([CH3:21])[CH3:20]. Given the reactants [CH3:1][O:2][C:3]1[CH:12]=[C:11]2[C:6]([CH2:7][CH2:8][NH:9][CH2:10]2)=[C:5]([C:13]2[CH:18]=[CH:17][CH:16]=[CH:15][CH:14]=2)[CH:4]=1.[CH:19]([O:22][C:23]1[CH:31]=[CH:30][C:29]([S:32]([CH3:35])(=[O:34])=[O:33])=[CH:28][C:24]=1[C:25](O)=[O:26])([CH3:21])[CH3:20], predict the reaction product. (3) Given the reactants [CH2:1]([O:3][C:4](=[O:16])/[CH:5]=[C:6](/[O:8][C:9]1[CH:14]=[CH:13][CH:12]=[C:11]([Br:15])[CH:10]=1)\[CH3:7])[CH3:2].[Br:17]N1C(=O)CCC1=O.C(OOC(=O)C1C=CC=CC=1)(=O)C1C=CC=CC=1, predict the reaction product. The product is: [CH2:1]([O:3][C:4](=[O:16])/[CH:5]=[C:6](/[O:8][C:9]1[CH:14]=[CH:13][CH:12]=[C:11]([Br:15])[CH:10]=1)\[CH2:7][Br:17])[CH3:2]. (4) Given the reactants [C:1]([O:5][C:6]([NH:8][C@H:9]([C:13]1[CH:18]=[CH:17][C:16]([NH:19][C:20]([O:22][C:23]([CH3:26])([CH3:25])[CH3:24])=[O:21])=[CH:15][CH:14]=1)[C:10](O)=[O:11])=[O:7])([CH3:4])([CH3:3])[CH3:2].[CH3:27][O:28][C:29]([C:31]1[N:32]=[C:33]([NH:36][C:37](=[O:48])[C@@H:38]([NH2:47])[C@H:39]([C:41]2[CH:46]=[CH:45][CH:44]=[CH:43][CH:42]=2)[CH3:40])[S:34][CH:35]=1)=[O:30].Cl.CN(C)CCCN=C=NCC, predict the reaction product. The product is: [CH3:27][O:28][C:29]([C:31]1[N:32]=[C:33]([NH:36][C:37](=[O:48])[C@@H:38]([NH:47][C:10](=[O:11])[C@H:9]([NH:8][C:6]([O:5][C:1]([CH3:4])([CH3:3])[CH3:2])=[O:7])[C:13]2[CH:14]=[CH:15][C:16]([NH:19][C:20]([O:22][C:23]([CH3:26])([CH3:24])[CH3:25])=[O:21])=[CH:17][CH:18]=2)[C@H:39]([C:41]2[CH:42]=[CH:43][CH:44]=[CH:45][CH:46]=2)[CH3:40])[S:34][CH:35]=1)=[O:30]. (5) Given the reactants Br[C:2]1[C:7]([F:8])=[CH:6][C:5]([C:9]([N:11]2[CH2:16][CH2:15][N:14]([C:17]3[CH:22]=[CH:21][C:20]([CH3:23])=[CH:19][C:18]=3[CH3:24])[CH2:13][CH2:12]2)=[O:10])=[C:4]([Cl:25])[CH:3]=1.[O:26]1[CH2:30][CH2:29][NH:28][C:27]1=[O:31], predict the reaction product. The product is: [Cl:25][C:4]1[C:5]([C:9]([N:11]2[CH2:16][CH2:15][N:14]([C:17]3[CH:22]=[CH:21][C:20]([CH3:23])=[CH:19][C:18]=3[CH3:24])[CH2:13][CH2:12]2)=[O:10])=[CH:6][C:7]([F:8])=[C:2]([N:28]2[CH2:29][CH2:30][O:26][C:27]2=[O:31])[CH:3]=1. (6) Given the reactants [Cl:1][C:2]1[CH:3]=[C:4]([S:9][C:10]2[N:14]([CH2:15][C:16]3[CH:21]=[CH:20][N:19]=[CH:18][CH:17]=3)[C:13]([CH3:22])=[CH:12][C:11]=2[CH:23]([CH3:25])[CH3:24])[CH:5]=[C:6]([Cl:8])[CH:7]=1.C([O-])(=[O:28])C.C([O-])(=O)C.C([O-])(=O)C.C([O-])(=O)C.[Pb+4], predict the reaction product. The product is: [Cl:1][C:2]1[CH:3]=[C:4]([S:9][C:10]2[N:14]([CH2:15][C:16]3[CH:21]=[CH:20][N:19]=[CH:18][CH:17]=3)[C:13]([CH:22]=[O:28])=[CH:12][C:11]=2[CH:23]([CH3:25])[CH3:24])[CH:5]=[C:6]([Cl:8])[CH:7]=1. (7) Given the reactants [CH:1]1[C:11]2[CH:10]=[CH:9][C:8]3[CH:12]=[CH:13][CH:14]=[CH:15][C:7]=3[CH:6](O)[C:5]=2[CH:4]=[CH:3][CH:2]=1.S(Cl)(Cl)=O.C(N(CC)CC)C.[N:28]1([C:34]([O:36][C:37]([CH3:40])([CH3:39])[CH3:38])=[O:35])[CH2:33][CH2:32][NH:31][CH2:30][CH2:29]1, predict the reaction product. The product is: [CH:1]1[C:11]2[CH:10]=[CH:9][C:8]3[CH:12]=[CH:13][CH:14]=[CH:15][C:7]=3[CH:6]([N:31]3[CH2:30][CH2:29][N:28]([C:34]([O:36][C:37]([CH3:40])([CH3:39])[CH3:38])=[O:35])[CH2:33][CH2:32]3)[C:5]=2[CH:4]=[CH:3][CH:2]=1. (8) The product is: [Si:63]([O:62][C@@H:60]([CH3:61])[C@@H:59]([NH:70][C:71]1[CH:76]=[CH:75][C:74]([C:77]#[N:78])=[C:73]([Cl:79])[C:72]=1[CH3:80])[C:58]1[O:81][C:54]([C:53]2[CH:82]=[CH:83][C:50]([O:49][Si:42]([C:45]([CH3:46])([CH3:47])[CH3:48])([CH3:43])[CH3:44])=[C:51]([F:84])[CH:52]=2)=[N:56][N:57]=1)([C:66]([CH3:69])([CH3:67])[CH3:68])([CH3:65])[CH3:64]. Given the reactants [Si](O[C@H](C)[C@@H](NC1C=CC(C#N)=C(Cl)C=1C)C1OC(C2C=CC(O[Si](C(C)(C)C)(C)C)=CC=2)=NN=1)(C(C)(C)C)(C)C.[Si:42]([O:49][C:50]1[CH:83]=[CH:82][C:53]([C:54]([NH:56][NH:57][C:58](=[O:81])[C@H:59]([NH:70][C:71]2[CH:76]=[CH:75][C:74]([C:77]#[N:78])=[C:73]([Cl:79])[C:72]=2[CH3:80])[C@@H:60]([O:62][Si:63]([C:66]([CH3:69])([CH3:68])[CH3:67])([CH3:65])[CH3:64])[CH3:61])=O)=[CH:52][C:51]=1[F:84])([C:45]([CH3:48])([CH3:47])[CH3:46])([CH3:44])[CH3:43].C1C=CC(P(C2C=CC=CC=2)C2C=CC=CC=2)=CC=1.II, predict the reaction product. (9) Given the reactants [NH2:1][C@H:2]([C:10]([OH:12])=[O:11])[CH2:3][C:4]1[CH:9]=[CH:8][CH:7]=[CH:6][CH:5]=1.OS(O)(=O)=O.O[CH2:19][NH:20][C:21](=[O:26])[C:22]([Cl:25])([Cl:24])[Cl:23].Cl[C:28]([O:30][CH2:31][C:32]1[CH:37]=[CH:36][CH:35]=[CH:34][CH:33]=1)=[O:29].Cl, predict the reaction product. The product is: [CH2:31]([O:30][C:28]([NH:1][C@@H:2]([CH2:3][C:4]1[CH:9]=[CH:8][C:7]([CH2:19][NH:20][C:21](=[O:26])[C:22]([Cl:25])([Cl:24])[Cl:23])=[CH:6][CH:5]=1)[C:10]([OH:12])=[O:11])=[O:29])[C:32]1[CH:37]=[CH:36][CH:35]=[CH:34][CH:33]=1.